From a dataset of Peptide-MHC class I binding affinity with 185,985 pairs from IEDB/IMGT. Regression. Given a peptide amino acid sequence and an MHC pseudo amino acid sequence, predict their binding affinity value. This is MHC class I binding data. (1) The peptide sequence is FMKSRVYSI. The MHC is HLA-B08:01 with pseudo-sequence HLA-B08:01. The binding affinity (normalized) is 0.834. (2) The peptide sequence is KLFTDNNFL. The MHC is HLA-A02:01 with pseudo-sequence HLA-A02:01. The binding affinity (normalized) is 0.935. (3) The peptide sequence is DEWECTRDD. The MHC is HLA-A02:01 with pseudo-sequence HLA-A02:01. The binding affinity (normalized) is 0.0847. (4) The peptide sequence is FLLMIVLQI. The MHC is HLA-A02:02 with pseudo-sequence HLA-A02:02. The binding affinity (normalized) is 0.533.